The task is: Predict the reaction yield, written as a fraction of the theoretical maximum amount of product (1.0 means a 100% yield; for example, 0.34 means a 34% yield).. This data is from Reaction yield outcomes from USPTO patents with 853,638 reactions. (1) The reactants are [CH3:1][O:2][C:3]1[CH:4]=[C:5]([NH:13][C:14]2[CH:19]=[N:18][CH:17]=[C:16](Cl)[N:15]=2)[CH:6]=[C:7]([O:11][CH3:12])[C:8]=1[O:9][CH3:10].[CH:21]1[C:30]2[C:25](=[CH:26][CH:27]=[CH:28][CH:29]=2)[CH:24]=[CH:23][C:22]=1[OH:31]. No catalyst specified. The product is [CH3:1][O:2][C:3]1[CH:4]=[C:5]([NH:13][C:14]2[CH:19]=[N:18][CH:17]=[C:16]([O:31][C:22]3[CH:23]=[CH:24][C:25]4[C:30](=[CH:29][CH:28]=[CH:27][CH:26]=4)[CH:21]=3)[N:15]=2)[CH:6]=[C:7]([O:11][CH3:12])[C:8]=1[O:9][CH3:10]. The yield is 0.380. (2) The reactants are [CH3:1][O:2][C:3]1[CH:8]=[CH:7][C:6]([OH:9])=[CH:5][CH:4]=1.C([O-])([O-])=O.[K+].[K+].[C:16](OC(=O)C)(=[O:18])[CH3:17]. The catalyst is CC(C)=O. The product is [CH3:1][O:2][C:3]1[CH:8]=[CH:7][C:6]([O:9][C:16](=[O:18])[CH3:17])=[CH:5][CH:4]=1. The yield is 1.00. (3) The reactants are C(=O)([O-])[O-].[K+].[K+].[Si:7]([O:14][CH2:15][C@H:16]([OH:24])[CH2:17][C:18]#[C:19][Si](C)(C)C)([C:10]([CH3:13])([CH3:12])[CH3:11])([CH3:9])[CH3:8]. The catalyst is CO. The product is [Si:7]([O:14][CH2:15][C@H:16]([OH:24])[CH2:17][C:18]#[CH:19])([C:10]([CH3:13])([CH3:12])[CH3:11])([CH3:9])[CH3:8]. The yield is 0.800. (4) The reactants are [Li+].CC([N-]C(C)C)C.[CH:9]1([C:12]2[C:17]([F:18])=[CH:16][N:15]=[C:14]([NH:19][C:20]3[CH:25]=[C:24]([C:26]4[S:30][CH:29]=[N:28][CH:27]=4)[CH:23]=[C:22]([F:31])[CH:21]=3)[N:13]=2)[CH2:11][CH2:10]1.[C:32]([Si:36]([CH3:43])([CH3:42])[O:37][CH2:38][C:39]([CH3:41])=[O:40])([CH3:35])([CH3:34])[CH3:33]. The catalyst is O1CCCC1. The product is [Si:36]([O:37][CH2:38][C:39]([C:29]1[S:30][C:26]([C:24]2[CH:23]=[C:22]([F:31])[CH:21]=[C:20]([NH:19][C:14]3[N:13]=[C:12]([CH:9]4[CH2:11][CH2:10]4)[C:17]([F:18])=[CH:16][N:15]=3)[CH:25]=2)=[CH:27][N:28]=1)([OH:40])[CH3:41])([C:32]([CH3:35])([CH3:34])[CH3:33])([CH3:43])[CH3:42]. The yield is 0.640. (5) The reactants are [NH2:1][C:2]1[CH:7]=[CH:6][CH:5]=[CH:4][C:3]=1[NH:8][C:9]([C:11]1[C:16]2[NH:17][C:18]([NH:20][C:21]([C:23]3[C:32]4[C:27](=[CH:28][CH:29]=[CH:30][CH:31]=4)[CH:26]=[CH:25][N:24]=3)=[O:22])=[N:19][C:15]=2[CH:14]=[CH:13][CH:12]=1)=O. The catalyst is CC(O)=O. The product is [NH:8]1[C:3]2[CH:4]=[CH:5][CH:6]=[CH:7][C:2]=2[N:1]=[C:9]1[C:11]1[C:16]2[NH:17][C:18]([NH:20][C:21]([C:23]3[C:32]4[C:27](=[CH:28][CH:29]=[CH:30][CH:31]=4)[CH:26]=[CH:25][N:24]=3)=[O:22])=[N:19][C:15]=2[CH:14]=[CH:13][CH:12]=1. The yield is 0.750. (6) The reactants are [CH2:1]([O:8][CH2:9][C@H:10]1[O:14][C:13](=[O:15])[CH:12]=[CH:11]1)[C:2]1[CH:7]=[CH:6][CH:5]=[CH:4][CH:3]=1.C(C1C=CC=CC=1)(=O)C1C=CC=CC=1.[O:30]1[CH2:34][CH2:33][O:32][CH2:31]1. No catalyst specified. The product is [CH2:1]([O:8][CH2:9][C@H:10]1[O:14][C:13](=[O:15])[CH2:12][C@@H:11]1[CH:31]1[O:32][CH2:33][CH2:34][O:30]1)[C:2]1[CH:3]=[CH:4][CH:5]=[CH:6][CH:7]=1. The yield is 0.820. (7) The reactants are [Cl:1][C:2]1[CH:3]=[C:4]([CH:7]=[CH:8][C:9]=1[O:10][CH:11]1[CH2:14][N:13]([C:15]([C:17]2[O:18][C:19]([C:22]3[CH:27]=[CH:26][CH:25]=[CH:24][CH:23]=3)=[N:20][N:21]=2)=[O:16])[CH2:12]1)[CH:5]=O.Cl.[CH3:29][C:30]1([OH:34])[CH2:33][NH:32][CH2:31]1. No catalyst specified. The product is [Cl:1][C:2]1[CH:3]=[C:4]([CH2:5][N:32]2[CH2:33][C:30]([OH:34])([CH3:29])[CH2:31]2)[CH:7]=[CH:8][C:9]=1[O:10][CH:11]1[CH2:12][N:13]([C:15]([C:17]2[O:18][C:19]([C:22]3[CH:27]=[CH:26][CH:25]=[CH:24][CH:23]=3)=[N:20][N:21]=2)=[O:16])[CH2:14]1. The yield is 0.560. (8) The reactants are [CH3:1][O:2][C:3]1[CH:8]=[CH:7][C:6]([CH2:9][CH2:10][CH2:11]O)=[CH:5][CH:4]=1.P(Br)(Br)[Br:14]. The catalyst is C1(C)C=CC=CC=1. The product is [CH3:1][O:2][C:3]1[CH:8]=[CH:7][C:6]([CH2:9][CH2:10][CH2:11][Br:14])=[CH:5][CH:4]=1. The yield is 0.610.